The task is: Predict which catalyst facilitates the given reaction.. This data is from Catalyst prediction with 721,799 reactions and 888 catalyst types from USPTO. (1) Reactant: [Cl:1][C:2]1[C:7]([Cl:8])=[CH:6][C:5]([NH:9][CH2:10][C:11]([OH:13])=O)=[C:4]([OH:14])[CH:3]=1.[NH:15]1[CH2:20][CH2:19][CH:18]([CH2:21][CH2:22][NH:23][C:24](=[O:27])[CH:25]=[CH2:26])[CH2:17][CH2:16]1.C1C=CC2N(O)N=NC=2C=1.CCN=C=NCCCN(C)C.Cl.CCN(CC)CC. Product: [Cl:1][C:2]1[C:7]([Cl:8])=[CH:6][C:5]([NH:9][CH2:10][C:11]([N:15]2[CH2:20][CH2:19][CH:18]([CH2:21][CH2:22][NH:23][C:24](=[O:27])[CH:25]=[CH2:26])[CH2:17][CH2:16]2)=[O:13])=[C:4]([OH:14])[CH:3]=1. The catalyst class is: 3. (2) Reactant: [Cl:1][C:2]1[CH:3]=[C:4]([C:10]2[CH:14]=[CH:13][N:12]([CH2:15][C@@H:16]([NH:18][C:19]([C:21]3[N:22]=[CH:23][NH:24][CH:25]=3)=[O:20])[CH3:17])[N:11]=2)[CH:5]=[CH:6][C:7]=1[C:8]#[N:9].[H-].[Na+].I[CH2:29][CH3:30]. Product: [Cl:1][C:2]1[CH:3]=[C:4]([C:10]2[CH:14]=[CH:13][N:12]([CH2:15][C@@H:16]([NH:18][C:19]([C:21]3[N:22]=[CH:23][N:24]([CH2:29][CH3:30])[CH:25]=3)=[O:20])[CH3:17])[N:11]=2)[CH:5]=[CH:6][C:7]=1[C:8]#[N:9]. The catalyst class is: 3.